Regression. Given two drug SMILES strings and cell line genomic features, predict the synergy score measuring deviation from expected non-interaction effect. From a dataset of NCI-60 drug combinations with 297,098 pairs across 59 cell lines. (1) Drug 1: CCC1(CC2CC(C3=C(CCN(C2)C1)C4=CC=CC=C4N3)(C5=C(C=C6C(=C5)C78CCN9C7C(C=CC9)(C(C(C8N6C)(C(=O)OC)O)OC(=O)C)CC)OC)C(=O)OC)O.OS(=O)(=O)O. Drug 2: C1CN(P(=O)(OC1)NCCCl)CCCl. Cell line: OVCAR-5. Synergy scores: CSS=3.73, Synergy_ZIP=-1.02, Synergy_Bliss=1.03, Synergy_Loewe=-3.34, Synergy_HSA=2.12. (2) Drug 1: CC1=CC2C(CCC3(C2CCC3(C(=O)C)OC(=O)C)C)C4(C1=CC(=O)CC4)C. Drug 2: C1=CC(=CC=C1CCCC(=O)O)N(CCCl)CCCl. Cell line: ACHN. Synergy scores: CSS=51.3, Synergy_ZIP=-0.686, Synergy_Bliss=0.158, Synergy_Loewe=-13.4, Synergy_HSA=0.508. (3) Drug 1: CC1=C(N=C(N=C1N)C(CC(=O)N)NCC(C(=O)N)N)C(=O)NC(C(C2=CN=CN2)OC3C(C(C(C(O3)CO)O)O)OC4C(C(C(C(O4)CO)O)OC(=O)N)O)C(=O)NC(C)C(C(C)C(=O)NC(C(C)O)C(=O)NCCC5=NC(=CS5)C6=NC(=CS6)C(=O)NCCC[S+](C)C)O. Drug 2: CC(C)(C#N)C1=CC(=CC(=C1)CN2C=NC=N2)C(C)(C)C#N. Cell line: HT29. Synergy scores: CSS=-1.82, Synergy_ZIP=-0.634, Synergy_Bliss=-3.04, Synergy_Loewe=-4.22, Synergy_HSA=-2.34. (4) Synergy scores: CSS=5.08, Synergy_ZIP=0.0721, Synergy_Bliss=0.983, Synergy_Loewe=0.781, Synergy_HSA=0.255. Cell line: NCI-H322M. Drug 1: CS(=O)(=O)C1=CC(=C(C=C1)C(=O)NC2=CC(=C(C=C2)Cl)C3=CC=CC=N3)Cl. Drug 2: C1CC(=O)NC(=O)C1N2CC3=C(C2=O)C=CC=C3N. (5) Drug 1: CC1C(C(CC(O1)OC2CC(OC(C2O)C)OC3=CC4=CC5=C(C(=O)C(C(C5)C(C(=O)C(C(C)O)O)OC)OC6CC(C(C(O6)C)O)OC7CC(C(C(O7)C)O)OC8CC(C(C(O8)C)O)(C)O)C(=C4C(=C3C)O)O)O)O. Drug 2: C1CN(CCN1C(=O)CCBr)C(=O)CCBr. Cell line: UO-31. Synergy scores: CSS=24.4, Synergy_ZIP=-3.60, Synergy_Bliss=-1.47, Synergy_Loewe=-12.7, Synergy_HSA=0.156. (6) Drug 2: CN1C2=C(C=C(C=C2)N(CCCl)CCCl)N=C1CCCC(=O)O.Cl. Cell line: OVCAR-8. Drug 1: COC1=C(C=C2C(=C1)N=CN=C2NC3=CC(=C(C=C3)F)Cl)OCCCN4CCOCC4. Synergy scores: CSS=33.1, Synergy_ZIP=-9.03, Synergy_Bliss=1.25, Synergy_Loewe=-12.1, Synergy_HSA=3.15.